Dataset: Merck oncology drug combination screen with 23,052 pairs across 39 cell lines. Task: Regression. Given two drug SMILES strings and cell line genomic features, predict the synergy score measuring deviation from expected non-interaction effect. (1) Drug 1: CS(=O)(=O)CCNCc1ccc(-c2ccc3ncnc(Nc4ccc(OCc5cccc(F)c5)c(Cl)c4)c3c2)o1. Drug 2: O=C(O)C1(Cc2cccc(Nc3nccs3)n2)CCC(Oc2cccc(Cl)c2F)CC1. Cell line: T47D. Synergy scores: synergy=-2.86. (2) Drug 2: O=C(NOCC(O)CO)c1ccc(F)c(F)c1Nc1ccc(I)cc1F. Cell line: NCIH460. Drug 1: CCC1=CC2CN(C1)Cc1c([nH]c3ccccc13)C(C(=O)OC)(c1cc3c(cc1OC)N(C)C1C(O)(C(=O)OC)C(OC(C)=O)C4(CC)C=CCN5CCC31C54)C2. Synergy scores: synergy=4.31. (3) Drug 1: N.N.O=C(O)C1(C(=O)O)CCC1.[Pt]. Drug 2: CC1(c2nc3c(C(N)=O)cccc3[nH]2)CCCN1. Cell line: PA1. Synergy scores: synergy=3.53. (4) Drug 2: NC1CCCCC1N.O=C(O)C(=O)O.[Pt+2]. Synergy scores: synergy=5.80. Cell line: SW837. Drug 1: O=C(NOCC(O)CO)c1ccc(F)c(F)c1Nc1ccc(I)cc1F.